From a dataset of Full USPTO retrosynthesis dataset with 1.9M reactions from patents (1976-2016). Predict the reactants needed to synthesize the given product. (1) Given the product [Cl:36][CH:3]([C:5]1[CH:13]=[CH:12][C:8]([C:9]([OH:11])=[O:10])=[CH:7][CH:6]=1)[C:2]([F:15])([F:14])[F:1], predict the reactants needed to synthesize it. The reactants are: [F:1][C:2]([F:15])([F:14])[CH:3]([C:5]1[CH:13]=[CH:12][C:8]([C:9]([OH:11])=[O:10])=[CH:7][CH:6]=1)O.C1(P(C2C=CC=CC=2)C2C=CC=CC=2)C=CC=CC=1.C(Cl)(Cl)(Cl)[Cl:36]. (2) Given the product [CH2:15]([C:12]1[CH:11]=[CH:10][C:9]([CH2:8][OH:7])=[CH:14][CH:13]=1)[CH2:16][CH3:17], predict the reactants needed to synthesize it. The reactants are: O1CCCC1.C[O:7][C:8](=O)[C:9]1[CH:14]=[CH:13][C:12]([CH2:15][CH2:16][CH3:17])=[CH:11][CH:10]=1.[H-].[Al+3].[Li+].[H-].[H-].[H-].Cl.